The task is: Predict which catalyst facilitates the given reaction.. This data is from Catalyst prediction with 721,799 reactions and 888 catalyst types from USPTO. (1) Reactant: [OH:1][C:2]1[CH:9]=[CH:8][C:5]([CH:6]=[O:7])=[CH:4][CH:3]=1.C([O-])([O-])=O.[K+].[K+].I[CH:17]([CH3:19])[CH3:18]. Product: [CH:17]([O:1][C:2]1[CH:9]=[CH:8][C:5]([CH:6]=[O:7])=[CH:4][CH:3]=1)([CH3:19])[CH3:18]. The catalyst class is: 3. (2) Reactant: Cl[CH2:2][C:3]1[N:4]=[C:5]([CH:8]([CH3:10])[CH3:9])[S:6][CH:7]=1.[P:11]([O:18]CC)([O:15][CH2:16][CH3:17])[O:12][CH2:13][CH3:14].C(OCC)(=O)C. Product: [CH:8]([C:5]1[S:6][CH:7]=[C:3]([CH2:2][P:11](=[O:18])([O:15][CH2:16][CH3:17])[O:12][CH2:13][CH3:14])[N:4]=1)([CH3:10])[CH3:9]. The catalyst class is: 336.